Dataset: TCR-epitope binding with 47,182 pairs between 192 epitopes and 23,139 TCRs. Task: Binary Classification. Given a T-cell receptor sequence (or CDR3 region) and an epitope sequence, predict whether binding occurs between them. (1) The epitope is ISPRTLNAW. The TCR CDR3 sequence is CASSFGGHGYTF. Result: 0 (the TCR does not bind to the epitope). (2) The epitope is SFHSLHLLF. The TCR CDR3 sequence is CASSPGTSGNTGELFF. Result: 1 (the TCR binds to the epitope). (3) The epitope is SGPLKAEIAQRLED. The TCR CDR3 sequence is CASSSPLVADYNTGELFF. Result: 0 (the TCR does not bind to the epitope). (4) The epitope is GLIYNRMGAVTTEV. The TCR CDR3 sequence is CASSGPGGVDEQYF. Result: 0 (the TCR does not bind to the epitope). (5) The epitope is LLQTGIHVRVSQPSL. The TCR CDR3 sequence is CASSFISGGADTGELFF. Result: 1 (the TCR binds to the epitope). (6) The epitope is LPRRSGAAGA. The TCR CDR3 sequence is CASSTPGQGNGELFF. Result: 0 (the TCR does not bind to the epitope). (7) The epitope is TTLPVNVAF. The TCR CDR3 sequence is CASSQTGATGELFF. Result: 0 (the TCR does not bind to the epitope). (8) The epitope is SEETGTLIV. The TCR CDR3 sequence is CASSLRDGSEAFF. Result: 0 (the TCR does not bind to the epitope).